The task is: Predict the reactants needed to synthesize the given product.. This data is from Full USPTO retrosynthesis dataset with 1.9M reactions from patents (1976-2016). (1) Given the product [NH2:1][C:2]1[N:7]=[CH:6][N:5]=[C:4]([N:8]2[CH2:12][CH2:11][CH:10]([NH:13][C:14]([NH:16][C:17]3[CH:22]=[CH:21][C:20]([CH:23]([CH3:24])[CH3:25])=[CH:19][CH:18]=3)=[O:15])[CH2:9]2)[C:3]=1[CH:26]=[N:30][O:31][CH2:32][CH2:33][NH2:34], predict the reactants needed to synthesize it. The reactants are: [NH2:1][C:2]1[N:7]=[CH:6][N:5]=[C:4]([N:8]2[CH2:12][CH2:11][CH:10]([NH:13][C:14]([NH:16][C:17]3[CH:22]=[CH:21][C:20]([CH:23]([CH3:25])[CH3:24])=[CH:19][CH:18]=3)=[O:15])[CH2:9]2)[C:3]=1[CH:26]=O.[Cl-].[Cl-].[NH3+:30][O:31][CH2:32][CH2:33][NH3+:34]. (2) Given the product [CH2:38]([O:37][C:35](=[O:36])[CH2:34][CH:31]1[CH2:30][CH2:29][CH:28]([CH3:27])[CH2:33][N:32]1[C:16]([O:18][C:19]([CH3:20])([CH3:21])[CH3:22])=[O:17])[CH3:39], predict the reactants needed to synthesize it. The reactants are: C(N(CC)CC)C.[C:16](O[C:16]([O:18][C:19]([CH3:22])([CH3:21])[CH3:20])=[O:17])([O:18][C:19]([CH3:22])([CH3:21])[CH3:20])=[O:17].C(O)(=O)C.[CH3:27][CH:28]1[CH2:33][NH:32][CH:31]([CH2:34][C:35]([O:37][CH2:38][CH3:39])=[O:36])[CH2:30][CH2:29]1. (3) Given the product [O:12]=[C:10]([C:7]1[CH:6]=[CH:5][C:4]([S:3][C:2]([F:13])([F:1])[F:14])=[CH:9][CH:8]=1)[C:11]([O:20][CH2:19][CH3:18])=[O:16], predict the reactants needed to synthesize it. The reactants are: [F:1][C:2]([F:14])([F:13])[S:3][C:4]1[CH:9]=[CH:8][C:7]([C:10](=[O:12])[CH3:11])=[CH:6][CH:5]=1.[Se](=O)=[O:16].[CH3:18][CH2:19][O:20]CC. (4) The reactants are: [CH3:1][O:2][C:3]1[CH:8]=[CH:7][N:6]=[C:5]2[N:9]([CH:12]([CH2:17][CH:18]3[CH2:23][CH2:22][O:21][CH2:20][CH2:19]3)[C:13](=[O:16])[CH:14]=[CH2:15])[N:10]=[CH:11][C:4]=12.[OH:24][CH:25]([C:30]1[CH:31]=[CH:32][C:33]([CH:36]=[O:37])=[N:34][CH:35]=1)[C:26]([OH:29])([CH3:28])[CH3:27].C(N(CC)CC)C.O1CCCC1. Given the product [OH:24][CH:25]([C:30]1[CH:31]=[CH:32][C:33]([C:36](=[O:37])[CH2:15][CH2:14][C:13](=[O:16])[CH:12]([N:9]2[C:5]3=[N:6][CH:7]=[CH:8][C:3]([O:2][CH3:1])=[C:4]3[CH:11]=[N:10]2)[CH2:17][CH:18]2[CH2:23][CH2:22][O:21][CH2:20][CH2:19]2)=[N:34][CH:35]=1)[C:26]([OH:29])([CH3:27])[CH3:28], predict the reactants needed to synthesize it. (5) Given the product [CH3:1][O:2][C:3]1[CH:4]=[CH:5][C:6]([CH2:7][NH:8][C:9]([C:11]2[S:25][C:14]3[N:15]([CH3:24])[C:16](=[O:23])[N:17]([CH2:20][CH2:21][NH2:22])[C:18](=[O:19])[C:13]=3[CH:12]=2)=[O:10])=[CH:26][CH:27]=1, predict the reactants needed to synthesize it. The reactants are: [CH3:1][O:2][C:3]1[CH:27]=[CH:26][C:6]([CH2:7][NH:8][C:9]([C:11]2[S:25][C:14]3[N:15]([CH3:24])[C:16](=[O:23])[N:17]([CH2:20][C:21]#[N:22])[C:18](=[O:19])[C:13]=3[CH:12]=2)=[O:10])=[CH:5][CH:4]=1. (6) Given the product [CH2:13]([O:17][CH2:18][CH2:19][O:20][S:9]([CH3:8])(=[O:11])=[O:10])[CH2:14][CH2:15][CH3:16], predict the reactants needed to synthesize it. The reactants are: C(N(CC)CC)C.[CH3:8][S:9](Cl)(=[O:11])=[O:10].[CH2:13]([O:17][CH2:18][CH2:19][OH:20])[CH2:14][CH2:15][CH3:16]. (7) Given the product [CH3:1][C:2]1[O:6][C:5]([C:7]2[CH:8]=[CH:9][CH:10]=[CH:11][CH:12]=2)=[N:4][C:3]=1[CH2:13][O:14][C:15]1[CH:16]=[CH:17][C:18]([CH2:19][OH:20])=[CH:21][CH:22]=1, predict the reactants needed to synthesize it. The reactants are: [CH3:1][C:2]1[O:6][C:5]([C:7]2[CH:12]=[CH:11][CH:10]=[CH:9][CH:8]=2)=[N:4][C:3]=1[CH2:13][O:14][C:15]1[CH:22]=[CH:21][C:18]([CH:19]=[O:20])=[CH:17][CH:16]=1.O1CCCC1.[BH4-].[Na+].O.